Predict the reactants needed to synthesize the given product. From a dataset of Full USPTO retrosynthesis dataset with 1.9M reactions from patents (1976-2016). (1) Given the product [C:1]1([S:7]([C:10]2[C:18]3[C:13](=[CH:14][CH:15]=[C:16]([O:19][CH2:20][CH2:21][NH:40][CH2:38][CH3:39])[CH:17]=3)[NH:12][N:11]=2)(=[O:8])=[O:9])[CH:2]=[CH:3][CH:4]=[CH:5][CH:6]=1, predict the reactants needed to synthesize it. The reactants are: [C:1]1([S:7]([C:10]2[C:18]3[C:13](=[CH:14][CH:15]=[C:16]([O:19][CH2:20][CH2:21]OS(C4C=CC(C)=CC=4)(=O)=O)[CH:17]=3)[NH:12][N:11]=2)(=[O:9])=[O:8])[CH:6]=[CH:5][CH:4]=[CH:3][CH:2]=1.C1COCC1.[CH2:38]([NH2:40])[CH3:39]. (2) Given the product [CH3:1][O:2][C:3]1[CH:4]=[C:5]([CH:11]2[CH2:16][CH:15]([C:17]([F:19])([F:20])[F:18])[N:14]3[N:21]=[C:22]([C:24]4[CH:25]=[C:26]([CH:30]=[CH:31][CH:32]=4)[C:27]([N:39]4[CH2:38][CH:37]5[CH2:33][N:34]([C:41]([O:43][C:44]([CH3:47])([CH3:46])[CH3:45])=[O:42])[CH2:35][CH:36]5[CH2:40]4)=[O:28])[CH:23]=[C:13]3[NH:12]2)[CH:6]=[CH:7][C:8]=1[O:9][CH3:10], predict the reactants needed to synthesize it. The reactants are: [CH3:1][O:2][C:3]1[CH:4]=[C:5]([CH:11]2[CH2:16][CH:15]([C:17]([F:20])([F:19])[F:18])[N:14]3[N:21]=[C:22]([C:24]4[CH:25]=[C:26]([CH:30]=[CH:31][CH:32]=4)[C:27](O)=[O:28])[CH:23]=[C:13]3[NH:12]2)[CH:6]=[CH:7][C:8]=1[O:9][CH3:10].[CH2:33]1[CH:37]2[CH2:38][NH:39][CH2:40][CH:36]2[CH2:35][N:34]1[C:41]([O:43][C:44]([CH3:47])([CH3:46])[CH3:45])=[O:42]. (3) Given the product [O:26]=[C:25]([C:10]1[O:11][C:7]([C:2]2[CH:3]=[CH:4][CH:5]=[CH:6][N:1]=2)=[CH:8][N:9]=1)[CH2:24][CH2:23][CH2:22][CH2:21][C:20]#[C:19][Si:18]([CH3:29])([CH3:17])[CH3:28], predict the reactants needed to synthesize it. The reactants are: [N:1]1[CH:6]=[CH:5][CH:4]=[CH:3][C:2]=1[C:7]1[O:11][CH:10]=[N:9][CH:8]=1.[Li]CCCC.[CH3:17][Si:18]([CH3:29])([CH3:28])[C:19]#[C:20][CH2:21][CH2:22][CH2:23][CH2:24][C:25](Cl)=[O:26].